Predict the reactants needed to synthesize the given product. From a dataset of Full USPTO retrosynthesis dataset with 1.9M reactions from patents (1976-2016). Given the product [CH3:40][C:33]1[CH:34]=[C:35]([CH3:36])[N:30]2[N:29]=[CH:28][C:27]([C:25]3[N:24]=[C:13]([CH2:12][N:5]4[C:6]5[CH2:7][CH2:8][CH2:9][CH2:10][C:11]=5[C:3]([C:2]([F:1])([F:17])[F:16])=[N:4]4)[O:15][N:26]=3)=[C:31]2[N:32]=1, predict the reactants needed to synthesize it. The reactants are: [F:1][C:2]([F:17])([F:16])[C:3]1[C:11]2[CH2:10][CH2:9][CH2:8][CH2:7][C:6]=2[N:5]([CH2:12][C:13]([OH:15])=O)[N:4]=1.CN(C=O)C.O[N:24]=[C:25]([C:27]1[CH:28]=[N:29][N:30]2[C:35]([C:36](F)(F)F)=[CH:34][C:33]([C:40](F)(F)F)=[N:32][C:31]=12)[NH2:26].Cl.C(N=C=NCCCN(C)C)C.O.ON1C2C=CC=CC=2N=N1.